Dataset: Catalyst prediction with 721,799 reactions and 888 catalyst types from USPTO. Task: Predict which catalyst facilitates the given reaction. (1) Reactant: [Si:1]([O:8][CH2:9][C:10]1[N:11]([CH3:25])[C:12]2[C:17]([CH:18]=1)=[CH:16][C:15]1[CH:19]([OH:24])[CH2:20][CH2:21][CH2:22][CH2:23][C:14]=1[CH:13]=2)([C:4]([CH3:7])([CH3:6])[CH3:5])([CH3:3])[CH3:2].C[N+]1([O-])CCOCC1. Product: [Si:1]([O:8][CH2:9][C:10]1[N:11]([CH3:25])[C:12]2[C:17]([CH:18]=1)=[CH:16][C:15]1[C:19](=[O:24])[CH2:20][CH2:21][CH2:22][CH2:23][C:14]=1[CH:13]=2)([C:4]([CH3:7])([CH3:6])[CH3:5])([CH3:3])[CH3:2]. The catalyst class is: 862. (2) The catalyst class is: 359. Reactant: [CH3:1][O:2][C:3](=[O:22])[C:4]1[CH:9]=[C:8]([C:10](=[O:13])[CH2:11][Br:12])[CH:7]=[CH:6][C:5]=1[O:14][CH2:15][C:16]1[CH:21]=[CH:20][CH:19]=[CH:18][CH:17]=1. Product: [CH3:1][O:2][C:3](=[O:22])[C:4]1[CH:9]=[C:8]([C@@H:10]([OH:13])[CH2:11][Br:12])[CH:7]=[CH:6][C:5]=1[O:14][CH2:15][C:16]1[CH:17]=[CH:18][CH:19]=[CH:20][CH:21]=1. (3) Reactant: [OH:1][C:2]1[CH:3]=[C:4]([C:8]2([C:16]3[CH:21]=[CH:20][CH:19]=[CH:18][CH:17]=3)[CH2:12][CH:11]([CH3:13])[N:10]([CH3:14])[C:9]2=[O:15])[CH:5]=[CH:6][CH:7]=1.N1C=CN=C1.[C:27]([Si:31](Cl)([CH3:33])[CH3:32])([CH3:30])([CH3:29])[CH3:28]. The catalyst class is: 4. Product: [Si:31]([O:1][C:2]1[CH:3]=[C:4]([C:8]2([C:16]3[CH:17]=[CH:18][CH:19]=[CH:20][CH:21]=3)[CH2:12][CH:11]([CH3:13])[N:10]([CH3:14])[C:9]2=[O:15])[CH:5]=[CH:6][CH:7]=1)([C:27]([CH3:30])([CH3:29])[CH3:28])([CH3:33])[CH3:32]. (4) Reactant: Br[C:2]1[S:3][C:4]2[CH:10]=[CH:9][C:8]([F:11])=[CH:7][C:5]=2[N:6]=1.[NH2:12][C:13]1[C:18]([Cl:19])=[CH:17][C:16]([CH2:20][C:21]([O:23][CH2:24][CH3:25])=[O:22])=[C:15]([F:26])[CH:14]=1.C1(C)C=CC(S([O-])(=O)=O)=CC=1.[NH+]1C=CC=CC=1. Product: [Cl:19][C:18]1[C:13]([NH:12][C:2]2[S:3][C:4]3[CH:10]=[CH:9][C:8]([F:11])=[CH:7][C:5]=3[N:6]=2)=[CH:14][C:15]([F:26])=[C:16]([CH2:20][C:21]([O:23][CH2:24][CH3:25])=[O:22])[CH:17]=1. The catalyst class is: 113. (5) Reactant: C[O:2][C:3]([C:5]1[C:14]2[C:9](=[CH:10][CH:11]=[CH:12][CH:13]=2)[C:8]([CH2:15][CH2:16][O:17][C:18]2[CH:23]=[C:22]([NH:24][C:25](=[O:27])[CH3:26])[CH:21]=[CH:20][C:19]=2[S:28](=[O:47])(=[O:46])[NH:29][CH:30]([CH2:38][C:39]([O:41][C:42]([CH3:45])([CH3:44])[CH3:43])=[O:40])[CH:31]([O:35][CH2:36][CH3:37])[O:32][CH2:33][CH3:34])=[CH:7][CH:6]=1)=[O:4].[OH-].[Li+].Cl. Product: [C:25]([NH:24][C:22]1[CH:21]=[CH:20][C:19]([S:28](=[O:47])(=[O:46])[NH:29][CH:30]([CH2:38][C:39]([O:41][C:42]([CH3:45])([CH3:44])[CH3:43])=[O:40])[CH:31]([O:35][CH2:36][CH3:37])[O:32][CH2:33][CH3:34])=[C:18]([CH:23]=1)[O:17][CH2:16][CH2:15][C:8]1[C:9]2[C:14](=[CH:13][CH:12]=[CH:11][CH:10]=2)[C:5]([C:3]([OH:4])=[O:2])=[CH:6][CH:7]=1)(=[O:27])[CH3:26]. The catalyst class is: 56. (6) Reactant: [NH2:1][C:2]1[N:7]=[CH:6][N:5]=[C:4]2[N:8]([CH2:19][CH2:20][N:21]([CH2:29][C:30]3[CH:35]=[CH:34][CH:33]=[CH:32][C:31]=3[F:36])C(=O)OC(C)(C)C)[N:9]=[C:10]([C:11]3[CH:16]=[C:15]([OH:17])[CH:14]=[C:13]([F:18])[CH:12]=3)[C:3]=12.C(O)(C(F)(F)F)=O. Product: [NH2:1][C:2]1[N:7]=[CH:6][N:5]=[C:4]2[N:8]([CH2:19][CH2:20][NH:21][CH2:29][C:30]3[CH:35]=[CH:34][CH:33]=[CH:32][C:31]=3[F:36])[N:9]=[C:10]([C:11]3[CH:16]=[C:15]([OH:17])[CH:14]=[C:13]([F:18])[CH:12]=3)[C:3]=12. The catalyst class is: 2.